Dataset: Full USPTO retrosynthesis dataset with 1.9M reactions from patents (1976-2016). Task: Predict the reactants needed to synthesize the given product. (1) Given the product [Cl:14][C:4]1[C:5]([CH2:9][O:10][CH2:11][O:12][CH3:13])=[CH:6][C:7]([F:8])=[CH:2][N:3]=1, predict the reactants needed to synthesize it. The reactants are: Cl[C:2]1[C:7]([F:8])=[CH:6][C:5]([CH2:9][O:10][CH2:11][O:12][CH3:13])=[C:4]([Cl:14])[N:3]=1.O.C(OCC)(=O)C. (2) Given the product [CH:19]1([C@@H:16]2[O:17][CH2:18][C@@:13]([NH:12][C:10]([NH:9][C:1](=[O:8])[C:2]3[CH:7]=[CH:6][CH:5]=[CH:4][CH:3]=3)=[S:11])([C:25]3[CH:30]=[CH:29][C:28]([F:31])=[CH:27][C:26]=3[F:32])[C@H:14]([C@@H:22]([OH:24])[CH3:23])[CH2:15]2)[CH2:21][CH2:20]1, predict the reactants needed to synthesize it. The reactants are: [C:1]([N:9]=[C:10]=[S:11])(=[O:8])[C:2]1[CH:7]=[CH:6][CH:5]=[CH:4][CH:3]=1.[NH2:12][C@@:13]1([C:25]2[CH:30]=[CH:29][C:28]([F:31])=[CH:27][C:26]=2[F:32])[CH2:18][O:17][C@@H:16]([CH:19]2[CH2:21][CH2:20]2)[CH2:15][C@H:14]1[C@@H:22]([OH:24])[CH3:23]. (3) Given the product [CH3:39][O:38][C:36](=[O:37])[NH:1][C:2]1[CH:3]=[CH:4][C:5]([C:8]2[NH:12][C:11]([C@H:13]3[N:17]4[C:18](=[O:34])[CH:19]=[C:20]([C:22]5[CH:27]=[C:26]([CH3:28])[CH:25]=[CH:24][C:23]=5[N:29]5[CH:33]=[N:32][N:31]=[N:30]5)[N:21]=[C:16]4[CH2:15][CH2:14]3)=[N:10][CH:9]=2)=[CH:6][N:7]=1, predict the reactants needed to synthesize it. The reactants are: [NH2:1][C:2]1[N:7]=[CH:6][C:5]([C:8]2[NH:12][C:11]([C@H:13]3[N:17]4[C:18](=[O:34])[CH:19]=[C:20]([C:22]5[CH:27]=[C:26]([CH3:28])[CH:25]=[CH:24][C:23]=5[N:29]5[CH:33]=[N:32][N:31]=[N:30]5)[N:21]=[C:16]4[CH2:15][CH2:14]3)=[N:10][CH:9]=2)=[CH:4][CH:3]=1.Cl[C:36]([O:38][CH3:39])=[O:37]. (4) Given the product [NH2:1][C:4]1[CH:5]=[N:6][C:7]2[C:12]([C:13]=1[NH:14][CH2:15][CH2:16][CH2:17][CH2:18][C:19]([O:21][CH2:22][CH3:23])=[O:20])=[CH:11][CH:10]=[CH:9][CH:8]=2, predict the reactants needed to synthesize it. The reactants are: [N+:1]([C:4]1[CH:5]=[N:6][C:7]2[C:12]([C:13]=1[NH:14][CH2:15][CH2:16][CH2:17][CH2:18][C:19]([O:21][CH2:22][CH3:23])=[O:20])=[CH:11][CH:10]=[CH:9][CH:8]=2)([O-])=O.S(S([O-])=O)([O-])=O.[Na+].[Na+].C(=O)([O-])[O-].[K+].[K+].